Dataset: KCNQ2 potassium channel screen with 302,405 compounds. Task: Binary Classification. Given a drug SMILES string, predict its activity (active/inactive) in a high-throughput screening assay against a specified biological target. The compound is O1c2c(OC1)ccc(c2)C(=O)NN\C(CC)=C1\C(=O)C=CC=C1. The result is 1 (active).